Dataset: Full USPTO retrosynthesis dataset with 1.9M reactions from patents (1976-2016). Task: Predict the reactants needed to synthesize the given product. (1) Given the product [Cl:1][C:2]1[C:3]([O:14][CH3:15])=[C:4]([N:8]2[CH2:9][CH2:10][N:11]([CH2:7][CH2:2][CH2:3][C:4]#[N:8])[CH2:12][CH2:13]2)[CH:5]=[CH:6][CH:7]=1, predict the reactants needed to synthesize it. The reactants are: [Cl:1][C:2]1[C:3]([O:14][CH3:15])=[C:4]([N:8]2[CH2:13][CH2:12][NH:11][CH2:10][CH2:9]2)[CH:5]=[CH:6][CH:7]=1.C([O-])([O-])=O.[Na+].[Na+]. (2) Given the product [OH:16][CH2:15][CH2:14][N:11]1[CH2:10][CH2:9][N:8]([C:5]2[CH:4]=[CH:3][C:2]([NH:1][C:20]3[N:25]=[CH:24][C:23]4=[CH:26][CH:27]=[C:28]([C:29]5[CH:34]=[CH:33][CH:32]=[CH:31][C:30]=5[N:35]([CH3:40])[S:36]([CH3:39])(=[O:38])=[O:37])[N:22]4[N:21]=3)=[CH:7][CH:6]=2)[CH2:13][CH2:12]1, predict the reactants needed to synthesize it. The reactants are: [NH2:1][C:2]1[CH:7]=[CH:6][C:5]([N:8]2[CH2:13][CH2:12][N:11]([CH2:14][CH2:15][OH:16])[CH2:10][CH2:9]2)=[CH:4][CH:3]=1.CS([C:20]1[N:25]=[CH:24][C:23]2=[CH:26][CH:27]=[C:28]([C:29]3[CH:34]=[CH:33][CH:32]=[CH:31][C:30]=3[N:35]([CH3:40])[S:36]([CH3:39])(=[O:38])=[O:37])[N:22]2[N:21]=1)=O.[F-].[Cs+].C(N(CC)C(C)C)(C)C. (3) Given the product [CH:28]1([NH:32][C:21](=[O:23])[C:20]2[CH:24]=[CH:25][CH:26]=[CH:27][C:19]=2[NH:18][C:14]2[CH:13]=[C:12]3[C:17]([C:9](/[CH:8]=[CH:7]/[C:2]4[CH:3]=[CH:4][CH:5]=[CH:6][N:1]=4)=[N:10][NH:11]3)=[CH:16][CH:15]=2)[CH2:31][CH2:30][CH2:29]1, predict the reactants needed to synthesize it. The reactants are: [N:1]1[CH:6]=[CH:5][CH:4]=[CH:3][C:2]=1[CH:7]=[CH:8][C:9]1[C:17]2[C:12](=[CH:13][C:14]([NH:18][C:19]3[CH:27]=[CH:26][CH:25]=[CH:24][C:20]=3[C:21]([OH:23])=O)=[CH:15][CH:16]=2)[NH:11][N:10]=1.[CH:28]1([NH2:32])[CH2:31][CH2:30][CH2:29]1.C(N(CC)CC)C.CN(C(ON1N=NC2C=CC=NC1=2)=[N+](C)C)C.F[P-](F)(F)(F)(F)F. (4) Given the product [O:1]([CH2:8][CH2:9][N:10]1[CH:14]=[C:13](/[CH:15]=[CH:16]/[C:17]([OH:19])=[O:18])[CH:12]=[N:11]1)[C:2]1[CH:7]=[CH:6][CH:5]=[CH:4][CH:3]=1, predict the reactants needed to synthesize it. The reactants are: [O:1]([CH2:8][CH2:9][N:10]1[CH:14]=[C:13](/[CH:15]=[CH:16]/[C:17]([O:19]CC)=[O:18])[CH:12]=[N:11]1)[C:2]1[CH:7]=[CH:6][CH:5]=[CH:4][CH:3]=1.[OH-].[K+]. (5) The reactants are: [F:1][C:2]1[CH:3]=[C:4]([N:13]=C(C2C=CC=CC=2)C2C=CC=CC=2)[CH:5]=[C:6]2[C:10]=1[C:9]([CH3:12])([CH3:11])[CH2:8][CH2:7]2.Cl.[OH-].[Na+]. Given the product [F:1][C:2]1[CH:3]=[C:4]([NH2:13])[CH:5]=[C:6]2[C:10]=1[C:9]([CH3:11])([CH3:12])[CH2:8][CH2:7]2, predict the reactants needed to synthesize it. (6) The reactants are: [F:1][C:2]([F:41])([F:40])[C:3]1[CH:4]=[C:5]([C@H:13]([O:15][C@H:16]2[CH2:20][N:19]([C:21]([O:23][C:24]([CH3:27])([CH3:26])[CH3:25])=[O:22])[C@H:18]([CH2:28][C:29]([O:31][CH3:32])=[O:30])[C@@H:17]2[C:33]2[CH:38]=[CH:37][C:36]([F:39])=[CH:35][CH:34]=2)[CH3:14])[CH:6]=[C:7]([C:9]([F:12])([F:11])[F:10])[CH:8]=1.[CH3:42][Si]([N-][Si](C)(C)C)(C)C.[Li+].CI. Given the product [F:12][C:9]([F:10])([F:11])[C:7]1[CH:6]=[C:5]([C@H:13]([O:15][C@H:16]2[CH2:20][N:19]([C:21]([O:23][C:24]([CH3:25])([CH3:26])[CH3:27])=[O:22])[C@@H:18]([CH:28]([CH3:42])[C:29]([O:31][CH3:32])=[O:30])[C@@H:17]2[C:33]2[CH:38]=[CH:37][C:36]([F:39])=[CH:35][CH:34]=2)[CH3:14])[CH:4]=[C:3]([C:2]([F:1])([F:40])[F:41])[CH:8]=1, predict the reactants needed to synthesize it.